This data is from Forward reaction prediction with 1.9M reactions from USPTO patents (1976-2016). The task is: Predict the product of the given reaction. (1) Given the reactants [Br:1][C:2]1[C:3](Cl)=[N:4][C:5]([Cl:8])=[N:6][CH:7]=1.[CH3:10][C:11]([O:14][C:15]([NH:17][CH2:18][CH:19]1[CH2:24][CH2:23][NH:22][CH2:21][CH2:20]1)=[O:16])([CH3:13])[CH3:12].CCN(C(C)C)C(C)C.O, predict the reaction product. The product is: [Br:1][C:2]1[C:3]([N:22]2[CH2:23][CH2:24][CH:19]([CH2:18][NH:17][C:15](=[O:16])[O:14][C:11]([CH3:12])([CH3:10])[CH3:13])[CH2:20][CH2:21]2)=[N:4][C:5]([Cl:8])=[N:6][CH:7]=1. (2) Given the reactants [CH:1]1([CH2:6][C@@H:7]([C:19]([NH:21][NH:22][C:23]2[C:28]([F:29])=[C:27]([N:30]([CH3:38])[CH2:31][C:32]3[CH:37]=[CH:36][N:35]=[CH:34][CH:33]=3)[N:26]=[C:25]([CH3:39])[N:24]=2)=[O:20])[CH2:8][N:9]([O:12]C2CCCCO2)[CH:10]=[O:11])[CH2:5][CH2:4][CH2:3][CH2:2]1, predict the reaction product. The product is: [CH:1]1([CH2:6][C@@H:7]([C:19]([NH:21][NH:22][C:23]2[C:28]([F:29])=[C:27]([N:30]([CH3:38])[CH2:31][C:32]3[CH:37]=[CH:36][N:35]=[CH:34][CH:33]=3)[N:26]=[C:25]([CH3:39])[N:24]=2)=[O:20])[CH2:8][N:9]([OH:12])[CH:10]=[O:11])[CH2:5][CH2:4][CH2:3][CH2:2]1.